From a dataset of Forward reaction prediction with 1.9M reactions from USPTO patents (1976-2016). Predict the product of the given reaction. Given the reactants [CH2:1]([O:3][C:4]([C:6]1[C:12]2[NH:13][C:14]3[CH:15]=[CH:16][CH:17]=[CH:18][C:19]=3[C:11]=2[CH:10](O)[CH2:9][N:8]([C:21](=[O:29])[C:22]2[CH:27]=[CH:26][C:25]([F:28])=[CH:24][CH:23]=2)[CH:7]=1)=[O:5])[CH3:2].FC(F)(F)S(OS(C(F)(F)F)(=O)=O)(=O)=O.[CH2:45]([SH:47])[CH3:46].O, predict the reaction product. The product is: [CH2:1]([O:3][C:4]([C:6]1[C:12]2[NH:13][C:14]3[CH:15]=[CH:16][CH:17]=[CH:18][C:19]=3[C:11]=2[CH:10]([S:47][CH2:45][CH3:46])[CH2:9][N:8]([C:21](=[O:29])[C:22]2[CH:27]=[CH:26][C:25]([F:28])=[CH:24][CH:23]=2)[CH:7]=1)=[O:5])[CH3:2].